From a dataset of Peptide-MHC class II binding affinity with 134,281 pairs from IEDB. Regression. Given a peptide amino acid sequence and an MHC pseudo amino acid sequence, predict their binding affinity value. This is MHC class II binding data. The peptide sequence is QFKPEEITGIMKDFD. The MHC is HLA-DQA10101-DQB10501 with pseudo-sequence HLA-DQA10101-DQB10501. The binding affinity (normalized) is 0.0349.